This data is from Peptide-MHC class II binding affinity with 134,281 pairs from IEDB. The task is: Regression. Given a peptide amino acid sequence and an MHC pseudo amino acid sequence, predict their binding affinity value. This is MHC class II binding data. (1) The peptide sequence is FAVVDLNKMRAVWVD. The MHC is DRB1_1501 with pseudo-sequence DRB1_1501. The binding affinity (normalized) is 0.319. (2) The peptide sequence is SQDLHLSWNLNGLQAY. The MHC is DRB1_1302 with pseudo-sequence DRB1_1302. The binding affinity (normalized) is 0.795. (3) The peptide sequence is AVATAGTTVYGAFAA. The MHC is HLA-DPA10103-DPB10401 with pseudo-sequence HLA-DPA10103-DPB10401. The binding affinity (normalized) is 0.186. (4) The peptide sequence is SLRLSCAASGFTFSS. The MHC is DRB1_1501 with pseudo-sequence DRB1_1501. The binding affinity (normalized) is 0.284. (5) The peptide sequence is SLSELTDALRTLGST. The MHC is HLA-DPA10201-DPB10101 with pseudo-sequence HLA-DPA10201-DPB10101. The binding affinity (normalized) is 0.221. (6) The peptide sequence is VQAPVGAITTIEDPV. The MHC is DRB1_0404 with pseudo-sequence DRB1_0404. The binding affinity (normalized) is 0.386. (7) The peptide sequence is DVKFPGGGQIVGGVG. The MHC is HLA-DQA10501-DQB10301 with pseudo-sequence HLA-DQA10501-DQB10301. The binding affinity (normalized) is 0.803.